From a dataset of Forward reaction prediction with 1.9M reactions from USPTO patents (1976-2016). Predict the product of the given reaction. (1) The product is: [C:1]([CH2:3][NH:4][C:5](=[O:6])[CH:7]([O:12][CH2:13][C:14]1[CH:19]=[CH:18][C:17]([C:20]2[CH:25]=[CH:24][C:23]([N:26]3[CH2:27][CH2:28][NH:29][CH2:30][CH2:31]3)=[CH:22][CH:21]=2)=[CH:16][CH:15]=1)[CH2:8][CH:9]([CH3:11])[CH3:10])#[N:2]. Given the reactants [C:1]([CH2:3][NH:4][C:5]([CH:7]([O:12][CH2:13][C:14]1[CH:19]=[CH:18][C:17]([C:20]2[CH:25]=[CH:24][C:23]([N:26]3[CH2:31][CH2:30][N:29](C(OC(C)(C)C)=O)[CH2:28][CH2:27]3)=[CH:22][CH:21]=2)=[CH:16][CH:15]=1)[CH2:8][CH:9]([CH3:11])[CH3:10])=[O:6])#[N:2].CS(O)(=O)=O, predict the reaction product. (2) The product is: [CH3:1][O:2][C:3]1[C:17]2[C:12](=[CH:13][CH:14]=[CH:15][CH:16]=2)[N:11]([C:19]([NH2:20])=[O:18])[C:10]2[C:5](=[CH:6][CH:7]=[CH:8][CH:9]=2)[CH:4]=1. Given the reactants [CH3:1][O:2][C:3]1[C:17]2[C:12](=[CH:13][CH:14]=[CH:15][CH:16]=2)[NH:11][C:10]2[C:5](=[CH:6][CH:7]=[CH:8][CH:9]=2)[CH:4]=1.[O-:18][C:19]#[N:20].[Na+].C(O)(=O)/C=C\C(O)=O, predict the reaction product. (3) Given the reactants [Cl:1][C:2]1[CH:10]=[C:9]([C:11]([F:14])([F:13])[F:12])[CH:8]=[CH:7][C:3]=1[C:4]([OH:6])=O.C[O:16][C:17](=[O:36])[CH2:18][CH2:19][C:20]1[CH:25]=[CH:24][C:23]([O:26][C:27]2[CH:32]=[CH:31][CH:30]=[C:29]([CH2:33][NH2:34])[CH:28]=2)=[CH:22][C:21]=1[CH3:35], predict the reaction product. The product is: [Cl:1][C:2]1[CH:10]=[C:9]([C:11]([F:14])([F:13])[F:12])[CH:8]=[CH:7][C:3]=1[C:4]([NH:34][CH2:33][C:29]1[CH:28]=[C:27]([CH:32]=[CH:31][CH:30]=1)[O:26][C:23]1[CH:24]=[CH:25][C:20]([CH2:19][CH2:18][C:17]([OH:36])=[O:16])=[C:21]([CH3:35])[CH:22]=1)=[O:6]. (4) Given the reactants Cl[C:2]1[CH:31]=[CH:30][C:5]([C:6]([NH:8][C:9]2[CH:14]=[CH:13][C:12]([O:15][C:16]([F:19])([F:18])[F:17])=[C:11]([NH:20][C:21](=[O:29])[CH2:22][N:23]3[CH2:28][CH2:27][O:26][CH2:25][CH2:24]3)[CH:10]=2)=[O:7])=[CH:4][N:3]=1.[F:32][C:33]1[CH:38]=[CH:37][CH:36]=[CH:35][C:34]=1B(O)O.C(=O)([O-])[O-].[K+].[K+], predict the reaction product. The product is: [F:32][C:33]1[CH:38]=[CH:37][CH:36]=[CH:35][C:34]=1[C:2]1[CH:31]=[CH:30][C:5]([C:6]([NH:8][C:9]2[CH:14]=[CH:13][C:12]([O:15][C:16]([F:19])([F:18])[F:17])=[C:11]([NH:20][C:21](=[O:29])[CH2:22][N:23]3[CH2:28][CH2:27][O:26][CH2:25][CH2:24]3)[CH:10]=2)=[O:7])=[CH:4][N:3]=1. (5) Given the reactants [CH:1]1([C:4]2[O:5][C:6]3[C:7](=[C:9]([C:21]#[N:22])[C:10]([CH3:20])=[C:11]([C:14]4[CH:19]=[CH:18][CH:17]=[CH:16][CH:15]=4)[C:12]=3F)[N:8]=2)[CH2:3][CH2:2]1.C(=O)([O-])[O-].[K+].[K+].[C:29]([O:36][CH3:37])(=[O:35])[CH2:30][C:31]([O:33][CH3:34])=[O:32].C(OCC)(=O)C, predict the reaction product. The product is: [C:21]([C:9]1[C:7]2[N:8]=[C:4]([CH:1]3[CH2:3][CH2:2]3)[O:5][C:6]=2[C:12]([CH:30]([C:29]([O:36][CH3:37])=[O:35])[C:31]([O:33][CH3:34])=[O:32])=[C:11]([C:14]2[CH:19]=[CH:18][CH:17]=[CH:16][CH:15]=2)[C:10]=1[CH3:20])#[N:22]. (6) Given the reactants [CH:1]([O-:3])=[O:2].[CH:4](=[O:8])[CH2:5][CH2:6][CH3:7].[CH2:9]=[O:10], predict the reaction product. The product is: [CH2:4]([C:5]([CH2:1][OH:3])([CH2:9][OH:10])[CH2:6][CH3:7])[OH:8].[CH:1]([O-:3])=[O:2]. (7) The product is: [CH3:23][CH:21]([C:20]1[N:16]([CH2:15][CH2:14][C@@H:12]([OH:11])[CH2:13][C@@H:8]([OH:9])[CH2:7][C:6]([O-:52])=[O:5])[C:17]([C:39]2[CH:40]=[CH:41][C:42]([F:45])=[CH:43][CH:44]=2)=[C:18]([C:33]2[CH:34]=[CH:35][CH:36]=[CH:37][CH:38]=2)[C:19]=1[C:24]([NH:25][C:26]1[CH:27]=[CH:28][CH:29]=[CH:30][CH:31]=1)=[O:32])[CH3:22].[CH3:23][CH:21]([C:20]1[N:16]([CH2:15][CH2:14][C@@H:12]([OH:11])[CH2:13][C@@H:8]([OH:9])[CH2:7][C:6]([O-:52])=[O:5])[C:17]([C:39]2[CH:40]=[CH:41][C:42]([F:45])=[CH:43][CH:44]=2)=[C:18]([C:33]2[CH:34]=[CH:35][CH:36]=[CH:37][CH:38]=2)[C:19]=1[C:24]([NH:25][C:26]1[CH:27]=[CH:28][CH:29]=[CH:30][CH:31]=1)=[O:32])[CH3:22].[Ca+2:55]. Given the reactants C([O:5][C:6](=[O:52])[CH2:7][CH:8]1[CH2:13][CH:12]([CH2:14][CH2:15][N:16]2[CH:20]([CH:21]([CH3:23])[CH3:22])[CH:19]([C:24](=[O:32])[NH:25][C:26]3[CH:31]=[CH:30][CH:29]=[CH:28][CH:27]=3)[CH:18]([C:33]3[CH:38]=[CH:37][CH:36]=[CH:35][CH:34]=3)[CH:17]2[C:39]2[CH:44]=[CH:43][C:42]([F:45])=[CH:41][CH:40]=2)[O:11]B(C2C=CC=CC=2)[O:9]1)(C)(C)C.O.[O-2].[Ca+2:55], predict the reaction product. (8) Given the reactants [OH:1][C@H:2]1[C@:5]2([C:15]3[CH:20]=[CH:19][CH:18]=[CH:17][CH:16]=3)[C:6]3[CH:14]=[CH:13][CH:12]=[CH:11][C:7]=3[CH2:8][CH2:9][CH2:10][N:4]2[C:3]1=[O:21].[H-].[Na+].[CH3:24][O:25][C:26]1[CH:31]=[C:30]([O:32][CH3:33])[N:29]=[C:28](O[C@@H]([C@]2(C3C=CC=CC=3)C3C(=CC=CC=3)CCN2)C(O)=O)[N:27]=1, predict the reaction product. The product is: [CH3:24][O:25][C:26]1[CH:31]=[C:30]([O:32][CH3:33])[N:29]=[C:28]([O:1][C@H:2]2[C@:5]3([C:15]4[CH:20]=[CH:19][CH:18]=[CH:17][CH:16]=4)[C:6]4[CH:14]=[CH:13][CH:12]=[CH:11][C:7]=4[CH2:8][CH2:9][CH2:10][N:4]3[C:3]2=[O:21])[N:27]=1.